This data is from Reaction yield outcomes from USPTO patents with 853,638 reactions. The task is: Predict the reaction yield, written as a fraction of the theoretical maximum amount of product (1.0 means a 100% yield; for example, 0.34 means a 34% yield). (1) The reactants are [F:1][C:2]1[CH:7]=[C:6]([N:8]2[CH2:13][CH2:12][O:11][CH2:10][CH2:9]2)[C:5]([F:14])=[CH:4][C:3]=1[NH:15][N:16]=[C:17]([C:22](=[O:26])[CH2:23][O:24][CH3:25])[C:18]([O:20][CH3:21])=[O:19].[CH3:27]OC(OC)N(C)C. No catalyst specified. The product is [F:1][C:2]1[CH:7]=[C:6]([N:8]2[CH2:13][CH2:12][O:11][CH2:10][CH2:9]2)[C:5]([F:14])=[CH:4][C:3]=1[N:15]1[CH:27]=[C:23]([O:24][CH3:25])[C:22](=[O:26])[C:17]([C:18]([O:20][CH3:21])=[O:19])=[N:16]1. The yield is 0.950. (2) The reactants are [C:1]([O:5][C:6]([N:8]1[CH2:12][C@@H:11]([OH:13])[C@H:10]2[O:14][CH2:15][C:16]([O:19][CH3:20])([O:17][CH3:18])[C@@H:9]12)=[O:7])([CH3:4])(C)C.Cl.N1[CH:27]=[CH:26][CH:25]=[CH:24][CH:23]=1.C(Cl)(OCC1C=CC=CC=1)=O. The catalyst is C(Cl)Cl.CO. The product is [CH2:1]([O:5][C:6]([N:8]1[CH2:12][C@@H:11]([OH:13])[C@H:10]2[O:14][CH2:15][C:16]([O:17][CH3:18])([O:19][CH3:20])[C@@H:9]12)=[O:7])[C:4]1[CH:27]=[CH:26][CH:25]=[CH:24][CH:23]=1. The yield is 0.590. (3) The reactants are [CH3:1][N:2]1[CH:6]=[C:5]([C:7]2[CH:8]=[C:9]3[C:14](=[CH:15][CH:16]=2)[N:13]([C:17]2[C:21]4[CH2:22][N:23]([C:26](=[O:28])[CH3:27])[CH2:24][CH2:25][C:20]=4[NH:19][N:18]=2)[CH2:12][CH2:11][CH2:10]3)[CH:4]=[N:3]1.N1(C2CCCCCCCCCC2)CCCN=CCCCCC1.[S:51]1(=[O:57])(=[O:56])[CH:55]=[CH:54][CH2:53][CH2:52]1.O. The catalyst is CC#N. The product is [O:56]=[S:51]1(=[O:57])[CH2:55][CH2:54][CH:53]([N:19]2[C:20]3[CH2:25][CH2:24][N:23]([C:26](=[O:28])[CH3:27])[CH2:22][C:21]=3[C:17]([N:13]3[C:14]4[C:9](=[CH:8][C:7]([C:5]5[CH:4]=[N:3][N:2]([CH3:1])[CH:6]=5)=[CH:16][CH:15]=4)[CH2:10][CH2:11][CH2:12]3)=[N:18]2)[CH2:52]1. The yield is 0.250. (4) The catalyst is C1COCC1.C(Cl)Cl. The yield is 0.520. The product is [O:32]1[CH:36]=[CH:35][CH:34]=[C:33]1[C:37]([N:39]1[CH2:40][CH2:41][N:42]([C:27]([C:26]2[CH:25]=[CH:24][C:23]([NH:22][C:18]3[N:17]=[C:16]([C:13]4[CH:14]=[CH:15][C:10]([S:7]([N:1]5[CH2:2][CH2:3][O:4][CH2:5][CH2:6]5)(=[O:9])=[O:8])=[CH:11][CH:12]=4)[CH:21]=[CH:20][N:19]=3)=[CH:31][CH:30]=2)=[O:28])[CH2:43][CH2:44]1)=[O:38]. The reactants are [N:1]1([S:7]([C:10]2[CH:15]=[CH:14][C:13]([C:16]3[CH:21]=[CH:20][N:19]=[C:18]([NH:22][C:23]4[CH:31]=[CH:30][C:26]([C:27](O)=[O:28])=[CH:25][CH:24]=4)[N:17]=3)=[CH:12][CH:11]=2)(=[O:9])=[O:8])[CH2:6][CH2:5][O:4][CH2:3][CH2:2]1.[O:32]1[CH:36]=[CH:35][CH:34]=[C:33]1[C:37]([N:39]1[CH2:44][CH2:43][NH:42][CH2:41][CH2:40]1)=[O:38].CCN=C=NCCCN(C)C.C1C=CC2N(O)N=NC=2C=1.